Dataset: Forward reaction prediction with 1.9M reactions from USPTO patents (1976-2016). Task: Predict the product of the given reaction. (1) Given the reactants [NH2:1][C:2]1[CH:3]=[N:4][CH:5]=[CH:6][C:7]=1[N:8]1[CH2:13][C@H:12]([CH3:14])[C@@H:11]([O:15][Si:16]([C:19]([CH3:22])([CH3:21])[CH3:20])([CH3:18])[CH3:17])[C@H:10]([NH:23][C:24](=[O:30])[O:25][C:26]([CH3:29])([CH3:28])[CH3:27])[CH2:9]1.[F:31][C:32]1[CH:37]=[C:36]([CH:38]=[CH2:39])[CH:35]=[C:34]([F:40])[C:33]=1[C:41]1[N:46]=[C:45]([C:47](O)=[O:48])[CH:44]=[CH:43][C:42]=1[F:50], predict the reaction product. The product is: [Si:16]([O:15][C@@H:11]1[C@@H:12]([CH3:14])[CH2:13][N:8]([C:7]2[CH:6]=[CH:5][N:4]=[CH:3][C:2]=2[NH:1][C:47](=[O:48])[C:45]2[CH:44]=[CH:43][C:42]([F:50])=[C:41]([C:33]3[C:32]([F:31])=[CH:37][C:36]([CH:38]=[CH2:39])=[CH:35][C:34]=3[F:40])[N:46]=2)[CH2:9][C@H:10]1[NH:23][C:24](=[O:30])[O:25][C:26]([CH3:29])([CH3:28])[CH3:27])([C:19]([CH3:22])([CH3:21])[CH3:20])([CH3:18])[CH3:17]. (2) Given the reactants [OH:1][CH2:2][CH2:3][CH2:4][CH2:5][SH:6].[H-].[Na+].Cl[C:10]1[CH:15]=[CH:14][C:13]([C:16](=[O:18])[CH3:17])=[CH:12][CH:11]=1, predict the reaction product. The product is: [OH:1][CH2:2][CH2:3][CH2:4][CH2:5][S:6][C:10]1[CH:15]=[CH:14][C:13]([C:16](=[O:18])[CH3:17])=[CH:12][CH:11]=1. (3) Given the reactants [Cl:1][C:2]1[CH:9]=[CH:8][C:5]([CH:6]=[O:7])=[C:4]([CH3:10])[CH:3]=1.[C:11](O)(C(F)(F)F)=O.[CH2:18]([OH:22])[CH2:19][CH:20]=C.[Li+].[OH-], predict the reaction product. The product is: [Cl:1][C:2]1[CH:9]=[CH:8][C:5]([CH:6]2[CH2:11][CH:18]([OH:22])[CH2:19][CH2:20][O:7]2)=[C:4]([CH3:10])[CH:3]=1. (4) Given the reactants Cl.[C:2]1([NH:8][NH2:9])[CH:7]=[CH:6][CH:5]=[CH:4][CH:3]=1.C(Cl)(Cl)(Cl)Cl.C(N(CC)CC)C.C(O[C:25]1([CH:37]=[CH:36][CH:35]=[CH:34][CH2:33]1)[CH:26]=[N:27][C:28](=O)[CH2:29][CH2:30][CH3:31])C, predict the reaction product. The product is: [C:2]1([N:8]2[C:28]([CH2:29][CH2:30][CH3:31])=[N:27][C:26]([C:25]3[CH:33]=[CH:34][CH:35]=[CH:36][CH:37]=3)=[N:9]2)[CH:7]=[CH:6][CH:5]=[CH:4][CH:3]=1. (5) Given the reactants Br[C:2]1[CH:16]=[CH:15][C:5]([CH2:6][NH:7]C(=O)OC(C)(C)C)=[CH:4][CH:3]=1.[CH3:17][N:18]1[CH:22]=[C:21](B2OC(C)(C)C(C)(C)O2)[CH:20]=[N:19]1.C(=O)([O-])[O-].[Na+].[Na+].[ClH:38], predict the reaction product. The product is: [ClH:38].[ClH:38].[CH3:17][N:18]1[CH:22]=[C:21]([C:2]2[CH:3]=[CH:4][C:5]([CH2:6][NH2:7])=[CH:15][CH:16]=2)[CH:20]=[N:19]1. (6) Given the reactants [Br:1][C:2]1[CH:11]=[C:10]2[C:5]([CH:6]=[C:7]([CH3:21])[C:8]([C@H:13]([O:16][C:17]([CH3:20])([CH3:19])[CH3:18])[CH2:14][OH:15])=[C:9]2[OH:12])=[CH:4][CH:3]=1.N1C=CN=C1.[C:27](Cl)(=[O:32])[C:28]([CH3:31])([CH3:30])[CH3:29].[NH4+].[Cl-], predict the reaction product. The product is: [C:27]([O:15][CH2:14][C@H:13]([C:8]1[C:7]([CH3:21])=[CH:6][C:5]2[C:10](=[CH:11][C:2]([Br:1])=[CH:3][CH:4]=2)[C:9]=1[OH:12])[O:16][C:17]([CH3:18])([CH3:20])[CH3:19])(=[O:32])[C:28]([CH3:31])([CH3:30])[CH3:29]. (7) Given the reactants [Cl:1][C:2]1[CH:7]=[CH:6][C:5]([C@H:8]2[CH2:13][C@@H:12]([C:14](=[O:21])[CH2:15][C:16](OCC)=[O:17])[CH2:11][CH2:10][N:9]2[C:22]([O:24][CH3:25])=[O:23])=[CH:4][C:3]=1[F:26].[OH-].[Na+].[NH2:29]O.Cl, predict the reaction product. The product is: [Cl:1][C:2]1[CH:7]=[CH:6][C:5]([C@H:8]2[CH2:13][C@@H:12]([C:14]3[O:21][NH:29][C:16](=[O:17])[CH:15]=3)[CH2:11][CH2:10][N:9]2[C:22]([O:24][CH3:25])=[O:23])=[CH:4][C:3]=1[F:26].